Dataset: Forward reaction prediction with 1.9M reactions from USPTO patents (1976-2016). Task: Predict the product of the given reaction. (1) Given the reactants [NH2:1][C:2]1[C:7]([Cl:8])=[CH:6][C:5]([OH:9])=[C:4]([O:10][C:11]2[CH:16]=[CH:15][C:14]([Cl:17])=[CH:13][C:12]=2[Cl:18])[CH:3]=1.[F:19][C:20]1[CH:25]=[CH:24][C:23]([N:26]=[C:27]=[S:28])=[CH:22][CH:21]=1, predict the reaction product. The product is: [Cl:8][C:7]1[CH:6]=[C:5]([OH:9])[C:4]([O:10][C:11]2[CH:16]=[CH:15][C:14]([Cl:17])=[CH:13][C:12]=2[Cl:18])=[CH:3][C:2]=1[NH:1][C:27]([NH:26][C:23]1[CH:24]=[CH:25][C:20]([F:19])=[CH:21][CH:22]=1)=[S:28]. (2) Given the reactants [F:1][C:2]1[CH:7]=[CH:6][C:5]([CH:8]([C:31]2[CH:36]=[CH:35][C:34]([F:37])=[CH:33][CH:32]=2)[N:9]2[CH2:14][CH2:13][N:12]([C:15](=[O:30])[CH2:16][N:17]3[CH2:22][CH2:21][NH:20][CH:19]([C:23]4[CH:28]=[CH:27][CH:26]=[CH:25][CH:24]=4)[C:18]3=[O:29])[CH2:11][CH2:10]2)=[CH:4][CH:3]=1.C=O.[C:40]([BH3-])#N.[Na+], predict the reaction product. The product is: [F:1][C:2]1[CH:7]=[CH:6][C:5]([CH:8]([C:31]2[CH:36]=[CH:35][C:34]([F:37])=[CH:33][CH:32]=2)[N:9]2[CH2:10][CH2:11][N:12]([C:15](=[O:30])[CH2:16][N:17]3[CH2:22][CH2:21][N:20]([CH3:40])[CH:19]([C:23]4[CH:28]=[CH:27][CH:26]=[CH:25][CH:24]=4)[C:18]3=[O:29])[CH2:13][CH2:14]2)=[CH:4][CH:3]=1. (3) Given the reactants [CH2:1]([O:3][C:4](=[O:32])[C:5]1[CH:10]=[CH:9][C:8]([N:11]2[CH:15]=[C:14]([C:16]3[CH:21]=[CH:20][C:19]([Cl:22])=[CH:18][C:17]=3[Cl:23])[N:13]=[C:12]2[CH2:24][C:25]2[CH:30]=[CH:29][C:28](Br)=[CH:27][CH:26]=2)=[CH:7][CH:6]=1)[CH3:2].[CH3:33][S:34]([C:37]1[CH:38]=[C:39](B(O)O)[CH:40]=[CH:41][CH:42]=1)(=[O:36])=[O:35], predict the reaction product. The product is: [CH2:1]([O:3][C:4](=[O:32])[C:5]1[CH:10]=[CH:9][C:8]([N:11]2[CH:15]=[C:14]([C:16]3[CH:21]=[CH:20][C:19]([Cl:22])=[CH:18][C:17]=3[Cl:23])[N:13]=[C:12]2[CH2:24][C:25]2[CH:30]=[CH:29][C:28]([C:41]3[CH:40]=[CH:39][CH:38]=[C:37]([S:34]([CH3:33])(=[O:36])=[O:35])[CH:42]=3)=[CH:27][CH:26]=2)=[CH:7][CH:6]=1)[CH3:2]. (4) Given the reactants [CH2:1]([C@H:3]1[C@H:12]([CH3:13])[C@@H:11]([NH:14][C:15](=[O:24])[O:16][CH2:17][C:18]2[CH:23]=[CH:22][CH:21]=[CH:20][CH:19]=2)[C:10]2[C:5](=[CH:6][CH:7]=[C:8]([F:25])[CH:9]=2)[NH:4]1)[CH3:2].CCN(C(C)C)C(C)C.[C:35](Cl)(=[O:37])[CH3:36], predict the reaction product. The product is: [C:35]([N:4]1[C:5]2[C:10](=[CH:9][C:8]([F:25])=[CH:7][CH:6]=2)[C@H:11]([NH:14][C:15](=[O:24])[O:16][CH2:17][C:18]2[CH:19]=[CH:20][CH:21]=[CH:22][CH:23]=2)[C@@H:12]([CH3:13])[C@@H:3]1[CH2:1][CH3:2])(=[O:37])[CH3:36].